This data is from Reaction yield outcomes from USPTO patents with 853,638 reactions. The task is: Predict the reaction yield, written as a fraction of the theoretical maximum amount of product (1.0 means a 100% yield; for example, 0.34 means a 34% yield). (1) The reactants are [C:1]([C:4]1[CH:9]=[N:8][N:7]2[CH:10]=[C:11]([C:13]([O:15][CH2:16][CH3:17])=[O:14])[CH:12]=[C:6]2[C:5]=1Cl)(=[O:3])[NH2:2].[NH2:19][C@H:20]1[C@@H:24]([CH3:25])[CH2:23][N:22]([C:26]([O:28][CH2:29][C:30]2[CH:35]=[CH:34][CH:33]=[CH:32][CH:31]=2)=[O:27])[CH2:21]1.C(N(C(C)C)CC)(C)C. The catalyst is CC(N(C)C)=O. The product is [CH2:29]([O:28][C:26]([N:22]1[CH2:23][C@H:24]([CH3:25])[C@H:20]([NH:19][C:5]2[C:6]3[N:7]([CH:10]=[C:11]([C:13]([O:15][CH2:16][CH3:17])=[O:14])[CH:12]=3)[N:8]=[CH:9][C:4]=2[C:1](=[O:3])[NH2:2])[CH2:21]1)=[O:27])[C:30]1[CH:35]=[CH:34][CH:33]=[CH:32][CH:31]=1. The yield is 1.00. (2) The reactants are [Cl:1][C:2]1[C:15]2[C:6](=[N:7][C:8]([NH2:16])=[C:9]3[C:14]=2[CH:13]=[CH:12][CH:11]=[CH:10]3)[CH:5]=[CH:4][CH:3]=1.Cl[CH2:18][CH:19]=O.C(=O)(O)[O-].[Na+].O. The catalyst is CC(O)C. The product is [Cl:1][C:2]1[C:15]2[C:14]3[CH:13]=[CH:12][CH:11]=[CH:10][C:9]=3[C:8]3=[N:16][CH:18]=[CH:19][N:7]3[C:6]=2[CH:5]=[CH:4][CH:3]=1. The yield is 0.990. (3) The reactants are [CH3:1][N:2]1[CH:6]=[C:5]([C:7]([OH:9])=O)[N:4]=[N:3]1.CN(C)C=O.C(Cl)(=O)C(Cl)=O.[NH2:21][C:22]1[CH:23]=[C:24]([CH:41]=[CH:42][CH:43]=1)[O:25][C:26]1[CH:27]=[CH:28][C:29]2[N:30]([CH:32]=[C:33]([NH:35][C:36]([CH:38]3[CH2:40][CH2:39]3)=[O:37])[N:34]=2)[N:31]=1. The catalyst is CN(C)C(=O)C.O1CCCC1. The product is [CH:38]1([C:36]([NH:35][C:33]2[N:34]=[C:29]3[CH:28]=[CH:27][C:26]([O:25][C:24]4[CH:23]=[C:22]([NH:21][C:7]([C:5]5[N:4]=[N:3][N:2]([CH3:1])[CH:6]=5)=[O:9])[CH:43]=[CH:42][CH:41]=4)=[N:31][N:30]3[CH:32]=2)=[O:37])[CH2:39][CH2:40]1. The yield is 0.700. (4) The product is [NH2:1][C:2]1[O:6][N:5]=[C:4]([C:7]2[CH:12]=[CH:11][CH:10]=[CH:9][C:8]=2[O:13][C:14]([F:15])([F:16])[F:17])[C:3]=1[C:18]([N:44]1[CH2:43][CH2:42][N:41]([C:36]2[CH:37]=[CH:38][CH:39]=[CH:40][C:35]=2[O:34][CH3:33])[CH2:46][CH2:45]1)=[O:20]. The reactants are [NH2:1][C:2]1[O:6][N:5]=[C:4]([C:7]2[CH:12]=[CH:11][CH:10]=[CH:9][C:8]=2[O:13][C:14]([F:17])([F:16])[F:15])[C:3]=1[C:18]([OH:20])=O.Cl.C(N=C=NCCCN(C)C)C.[CH3:33][O:34][C:35]1[CH:40]=[CH:39][CH:38]=[CH:37][C:36]=1[N:41]1[CH2:46][CH2:45][NH:44][CH2:43][CH2:42]1. The catalyst is ClCCl. The yield is 0.660. (5) The reactants are [CH3:1][CH:2]([NH2:6])[CH:3]([NH2:5])[CH3:4].CC1C(Br)=C(O)C(Br)=CC=1C1(C2C=C(Br)C(O)=C(Br)C=2C)OS(=O)(=O)C2C=CC=CC1=2.CS(O)(=O)=O.[CH:43]1[CH:48]=[CH:47][C:46]([CH2:49][O:50][C:51](Cl)=[O:52])=[CH:45][CH:44]=1. The catalyst is O.C(O)C.COCCOC.C(O[K])(C)=O. The product is [NH2:5][CH:3]([CH3:4])[CH:2]([NH:6][C:51](=[O:52])[O:50][CH2:49][C:46]1[CH:47]=[CH:48][CH:43]=[CH:44][CH:45]=1)[CH3:1]. The yield is 0.350. (6) The reactants are Cl[C:2]1[C:3]2[N:10]=[CH:9][N:8]([CH:11]([CH3:13])[CH3:12])[C:4]=2[N:5]=[N:6][CH:7]=1.[F:14][C:15]1[CH:20]=[CH:19][C:18](B2OC(C)(C)C(C)(C)O2)=[CH:17][C:16]=1[C:30]1[CH:35]=[CH:34][C:33]([S:36]([NH2:39])(=[O:38])=[O:37])=[CH:32][CH:31]=1.C([O-])([O-])=O.[Na+].[Na+]. The catalyst is O1CCOCC1.O.C1C=CC(P(C2C=CC=CC=2)[C-]2C=CC=C2)=CC=1.C1C=CC(P(C2C=CC=CC=2)[C-]2C=CC=C2)=CC=1.Cl[Pd]Cl.[Fe+2]. The product is [F:14][C:15]1[CH:20]=[CH:19][C:18]([C:2]2[C:3]3[N:10]=[CH:9][N:8]([CH:11]([CH3:13])[CH3:12])[C:4]=3[N:5]=[N:6][CH:7]=2)=[CH:17][C:16]=1[C:30]1[CH:35]=[CH:34][C:33]([S:36]([NH2:39])(=[O:37])=[O:38])=[CH:32][CH:31]=1. The yield is 0.500. (7) The reactants are Cl.[NH2:2][CH:3]([C@H:9]([CH3:17])[CH2:10][CH:11]([CH3:16])[CH2:12][CH2:13][CH:14]=[CH2:15])[C:4]([O:6][CH2:7][CH3:8])=[O:5].C(N(CC)C(C)C)(C)C.[C:27](O[C:27]([O:29][C:30]([CH3:33])([CH3:32])[CH3:31])=[O:28])([O:29][C:30]([CH3:33])([CH3:32])[CH3:31])=[O:28]. The catalyst is C(Cl)Cl. The product is [C:30]([O:29][C:27]([NH:2][CH:3]([C@H:9]([CH3:17])[CH2:10][CH:11]([CH3:16])[CH2:12][CH2:13][CH:14]=[CH2:15])[C:4]([O:6][CH2:7][CH3:8])=[O:5])=[O:28])([CH3:33])([CH3:32])[CH3:31]. The yield is 0.940.